This data is from Experimentally validated miRNA-target interactions with 360,000+ pairs, plus equal number of negative samples. The task is: Binary Classification. Given a miRNA mature sequence and a target amino acid sequence, predict their likelihood of interaction. The miRNA is hsa-miR-8089 with sequence CCUGGGGACAGGGGAUUGGGGCAG. The protein sequence of the target gene is MAEGETESPGPKKCGPYISSVTSQSVNLMIRGVVLFFIGVFLALVLNLLQIQRNVTLFPPDVIASIFSSAWWVPPCCGTASAVIGLLYPCIDRHLGEPHKFKREWSSVMRCVAVFVGINHASAKVDFDNNIQLSLTLAALSIGLWWTFDRSRSGFGLGVGIAFLATVVTQLLVYNGVYQYTSPDFLYVRSWLPCIFFAGGITMGNIGRQLAMYECKVIAEKSHQE. Result: 1 (interaction).